From a dataset of Full USPTO retrosynthesis dataset with 1.9M reactions from patents (1976-2016). Predict the reactants needed to synthesize the given product. (1) Given the product [C:21]([O:24][CH:47]([CH2:46][O:45][C:42](=[O:44])[CH3:43])[CH:30]([O:27][C:25](=[O:28])[CH3:26])[C:29](=[O:32])[NH:14][C:11]1[C:10]([I:15])=[C:6]([C:7]([Cl:41])=[O:9])[C:5]([I:16])=[C:4]([C:3](=[O:17])[N:2]([CH2:18][CH:19]=[CH2:20])[CH3:1])[C:12]=1[I:13])(=[O:23])[CH3:22], predict the reactants needed to synthesize it. The reactants are: [CH3:1][N:2]([CH2:18][CH:19]=[CH2:20])[C:3](=[O:17])[C:4]1[C:12]([I:13])=[C:11]([NH2:14])[C:10]([I:15])=[C:6]([C:7]([OH:9])=O)[C:5]=1[I:16].[C:21]([OH:24])(=[O:23])[CH3:22].[C:25]([OH:28])(=[O:27])[CH3:26].[C:29]([OH:32])(=O)[CH3:30].O=C([Cl:41])[C@H]([C@@H](CO)O)O.[C:42]([O:45][CH2:46][CH3:47])(=[O:44])[CH3:43]. (2) The reactants are: Cl[C:2]1[CH:7]=[N:6][CH:5]=[C:4]([Cl:8])[N:3]=1.[CH:9]([CH:12]1[CH2:17][NH:16][CH2:15][CH2:14][NH:13]1)([CH3:11])[CH3:10]. Given the product [Cl:8][C:4]1[C:5]([N:16]2[CH2:15][CH2:14][NH:13][CH:12]([CH:9]([CH3:11])[CH3:10])[CH2:17]2)=[N:6][CH:7]=[CH:2][N:3]=1, predict the reactants needed to synthesize it. (3) Given the product [NH2:3][C:4]1[C:9]([Cl:10])=[C:8]([C:11]([OH:13])=[O:12])[N:7]=[C:6]([C:15]2[CH:16]=[N:17][C:18]([CH:21]([F:22])[F:23])=[CH:19][CH:20]=2)[C:5]=1[F:24], predict the reactants needed to synthesize it. The reactants are: [OH-].[Na+].[NH2:3][C:4]1[C:9]([Cl:10])=[C:8]([C:11]([O:13]C)=[O:12])[N:7]=[C:6]([C:15]2[CH:16]=[N:17][C:18]([CH:21]([F:23])[F:22])=[CH:19][CH:20]=2)[C:5]=1[F:24].Cl. (4) Given the product [Cl:13][C:14]1[CH:15]=[CH:16][C:17]([C:20]2([F:24])[CH2:22][CH:21]2[NH:23][C:8]([C:7]2[C:3]([CH:2]([F:12])[F:1])=[N:4][N:5]([CH3:11])[CH:6]=2)=[O:9])=[CH:18][CH:19]=1, predict the reactants needed to synthesize it. The reactants are: [F:1][CH:2]([F:12])[C:3]1[C:7]([C:8](Cl)=[O:9])=[CH:6][N:5]([CH3:11])[N:4]=1.[Cl:13][C:14]1[CH:19]=[CH:18][C:17]([C:20]2([F:24])[CH2:22][CH:21]2[NH2:23])=[CH:16][CH:15]=1.C(N(CC)CC)C. (5) Given the product [F:1][C:2]1[CH:3]=[C:4]([C@H:13]([NH:17][C:18]([N:20]2[CH2:25][C:24](=[O:26])[NH:23][C:22]3[CH:27]=[C:28]([O:31][CH3:32])[CH:29]=[N:30][C:21]2=3)=[O:19])[CH2:14][O:15][CH3:16])[CH:5]=[CH:6][C:7]=1[O:8][C:9]([F:10])([F:11])[F:12], predict the reactants needed to synthesize it. The reactants are: [F:1][C:2]1[CH:3]=[C:4]([CH:13]([NH:17][C:18]([N:20]2[CH2:25][C:24](=[O:26])[NH:23][C:22]3[CH:27]=[C:28]([O:31][CH3:32])[CH:29]=[N:30][C:21]2=3)=[O:19])[CH2:14][O:15][CH3:16])[CH:5]=[CH:6][C:7]=1[O:8][C:9]([F:12])([F:11])[F:10].C(=O)=O.CO. (6) Given the product [CH:31]([C:34]1[CH:39]=[C:38]([C:2]2[CH:7]=[CH:6][CH:5]=[CH:4][C:3]=2[CH2:8][CH2:9][C:10]([N:12]([CH:22]([CH3:24])[CH3:23])[NH:13][C:14](=[O:21])[C:15]2[CH:20]=[CH:19][CH:18]=[CH:17][CH:16]=2)=[O:11])[CH:37]=[CH:36][CH:35]=1)([CH3:33])[CH3:32], predict the reactants needed to synthesize it. The reactants are: Br[C:2]1[CH:7]=[CH:6][CH:5]=[CH:4][C:3]=1[CH2:8][CH2:9][C:10]([N:12]([CH:22]([CH3:24])[CH3:23])[NH:13][C:14](=[O:21])[C:15]1[CH:20]=[CH:19][CH:18]=[CH:17][CH:16]=1)=[O:11].COCCOC.[CH:31]([C:34]1[CH:35]=[C:36](B(O)O)[CH:37]=[CH:38][CH:39]=1)([CH3:33])[CH3:32].